This data is from Reaction yield outcomes from USPTO patents with 853,638 reactions. The task is: Predict the reaction yield, written as a fraction of the theoretical maximum amount of product (1.0 means a 100% yield; for example, 0.34 means a 34% yield). (1) The reactants are [C:1](=O)([O-])[O-].[K+].[K+].CI.[CH3:9][C:10]1[CH:11]=[N:12][NH:13][C:14]=1[C:15]([O:17][CH2:18][CH3:19])=[O:16]. The catalyst is CN(C=O)C. The product is [CH3:1][N:13]1[C:14]([C:15]([O:17][CH2:18][CH3:19])=[O:16])=[C:10]([CH3:9])[CH:11]=[N:12]1. The yield is 0.290. (2) The reactants are O=C[C@@H]([C@H]([C@@H]([C@@H](CO)O)O)O)O.C1C=[N+]([C@@H]2O[C@H](COP(OP(OC[C@H]3O[C@@H](N4C5N=CN=C(N)C=5N=C4)[C@H](OP(O)(O)=O)[C@@H]3O)(O)=O)(O)=O)[C@@H](O)[C@H]2O)C=C(C(N)=O)C=1.[CH2:61]([N:68]1[CH2:72][CH2:71][C:70](=[O:73])[CH2:69]1)[C:62]1[CH:67]=[CH:66][CH:65]=[CH:64][CH:63]=1.Cl.[OH-].[Na+]. No catalyst specified. The product is [CH2:61]([N:68]1[CH2:72][CH2:71][CH:70]([OH:73])[CH2:69]1)[C:62]1[CH:63]=[CH:64][CH:65]=[CH:66][CH:67]=1. The yield is 0.740. (3) The reactants are [OH-].[Na+].[CH2:3]([O:6][C:7]([N:9]1[C:15]2[CH:16]=[C:17]([O:22][CH2:23][CH2:24][CH2:25][C:26]([O:28]C)=[O:27])[C:18]([O:20][CH3:21])=[CH:19][C:14]=2[CH2:13][N:12]2[CH2:30][CH2:31][CH2:32][C@H:11]2[C@@H:10]1[O:33][CH3:34])=[O:8])[CH:4]=[CH2:5]. The catalyst is O.CO. The product is [CH2:3]([O:6][C:7]([N:9]1[C:15]2[CH:16]=[C:17]([O:22][CH2:23][CH2:24][CH2:25][C:26]([OH:28])=[O:27])[C:18]([O:20][CH3:21])=[CH:19][C:14]=2[CH2:13][N:12]2[CH2:30][CH2:31][CH2:32][C@H:11]2[C@@H:10]1[O:33][CH3:34])=[O:8])[CH:4]=[CH2:5]. The yield is 0.990. (4) The reactants are [F:1][C:2]1[CH:3]=[CH:4][C:5]2[O:10][CH2:9][C:8](=[O:11])[N:7]([CH2:12][CH2:13][N:14]3[CH2:19][CH2:18][CH:17]([NH:20]C(=O)OC(C)(C)C)[CH2:16][CH2:15]3)[C:6]=2[CH:28]=1.NC1CCN(CCN2C3C(=CC=C(C#N)C=3)C=CC2=O)CC1. No catalyst specified. The product is [NH2:20][CH:17]1[CH2:16][CH2:15][N:14]([CH2:13][CH2:12][N:7]2[C:6]3[CH:28]=[C:2]([F:1])[CH:3]=[CH:4][C:5]=3[O:10][CH2:9][C:8]2=[O:11])[CH2:19][CH2:18]1. The yield is 1.00. (5) The reactants are [C:1]([O:5][C:6]([N:8]1[CH2:26][CH2:25][C:11]2([C:15](=[O:16])[N:14]([C:17]3[C:18]([CH3:24])=[N:19][C:20](Br)=[CH:21][CH:22]=3)[CH2:13][CH2:12]2)[CH2:10][CH2:9]1)=[O:7])([CH3:4])([CH3:3])[CH3:2].[CH3:27][C@H:28]1[CH2:32][CH2:31][CH2:30][N:29]1[C@H:33]1[CH2:37][CH2:36][NH:35][CH2:34]1.CC(C)([O-])C.[Na+]. The catalyst is C1C=CC(/C=C/C(/C=C/C2C=CC=CC=2)=O)=CC=1.C1C=CC(/C=C/C(/C=C/C2C=CC=CC=2)=O)=CC=1.C1C=CC(/C=C/C(/C=C/C2C=CC=CC=2)=O)=CC=1.[Pd].[Pd].C1(C)C=CC=CC=1. The product is [C:1]([O:5][C:6]([N:8]1[CH2:26][CH2:25][C:11]2([C:15](=[O:16])[N:14]([C:17]3[C:18]([CH3:24])=[N:19][C:20]([N:35]4[CH2:36][CH2:37][C@H:33]([N:29]5[CH2:30][CH2:31][CH2:32][C@@H:28]5[CH3:27])[CH2:34]4)=[CH:21][CH:22]=3)[CH2:13][CH2:12]2)[CH2:10][CH2:9]1)=[O:7])([CH3:4])([CH3:3])[CH3:2]. The yield is 0.570. (6) The reactants are [CH3:1][CH:2]([CH3:5])[C:3]#C.[CH2:6]([Li])CCC.CCCCCC.[C:17]([O:22][CH2:23][CH3:24])(=[O:21])[C:18]([CH3:20])=[O:19]. The catalyst is C1COCC1. The product is [OH:19][C:18]([CH3:6])([C:20]#[C:1][CH:2]([CH3:5])[CH3:3])[C:17]([O:22][CH2:23][CH3:24])=[O:21]. The yield is 0.630. (7) The reactants are [F:1][C:2]1[C:3]([C:10]2[NH:14][N:13]=[CH:12][CH:11]=2)=[C:4]([CH:7]=[CH:8][CH:9]=1)[C:5]#N.[OH-:15].[Na+].Cl.C[OH:19]. No catalyst specified. The product is [F:1][C:2]1[C:3]([C:10]2[NH:14][N:13]=[CH:12][CH:11]=2)=[C:4]([CH:7]=[CH:8][CH:9]=1)[C:5]([OH:19])=[O:15]. The yield is 0.990. (8) The reactants are [Br:1][C:2]1[CH:7]=[CH:6][C:5]([NH:8][C:9]2[C:10]([C:20]([NH:22][O:23][CH2:24][CH2:25][O:26][C:27](=[O:33])[CH:28]([NH2:32])[CH:29]([CH3:31])[CH3:30])=[O:21])=[CH:11][C:12]3[N:16]([CH3:17])[CH:15]=[N:14][C:13]=3[C:18]=2[F:19])=[C:4]([Cl:34])[CH:3]=1.Cl. The catalyst is CCO.CCOCC. The product is [ClH:34].[Br:1][C:2]1[CH:7]=[CH:6][C:5]([NH:8][C:9]2[C:10]([C:20]([NH:22][O:23][CH2:24][CH2:25][O:26][C:27](=[O:33])[CH:28]([NH2:32])[CH:29]([CH3:31])[CH3:30])=[O:21])=[CH:11][C:12]3[N:16]([CH3:17])[CH:15]=[N:14][C:13]=3[C:18]=2[F:19])=[C:4]([Cl:34])[CH:3]=1. The yield is 0.940. (9) The reactants are [S:1]1[CH:5]=[CH:4][CH:3]=[CH:2]1.C([Li])CCC.[Cl:11][CH2:12][CH2:13][CH2:14][CH2:15][CH2:16][CH2:17]I. The catalyst is C1COCC1. The product is [Cl:11][CH2:12][CH2:13][CH2:14][CH2:15][CH2:16][CH2:17][C:2]1[S:1][CH:5]=[CH:4][CH:3]=1. The yield is 0.920.